Dataset: Forward reaction prediction with 1.9M reactions from USPTO patents (1976-2016). Task: Predict the product of the given reaction. (1) Given the reactants [CH2:1]([S:8][C:9]1[C:14]([Cl:15])=[CH:13][C:12]([N+:16]([O-])=O)=[CH:11][N:10]=1)[C:2]1[CH:7]=[CH:6][CH:5]=[CH:4][CH:3]=1.Cl, predict the reaction product. The product is: [CH2:1]([S:8][C:9]1[N:10]=[CH:11][C:12]([NH2:16])=[CH:13][C:14]=1[Cl:15])[C:2]1[CH:3]=[CH:4][CH:5]=[CH:6][CH:7]=1. (2) Given the reactants Br[C:2]1C(Cl)=NC(Cl)=NC=1.[Br:10][C:11]1[C:12]([NH:18][CH:19]([CH:29]([CH3:31])[CH3:30])[CH2:20][NH:21][C:22](=[O:28])[O:23][C:24]([CH3:27])([CH3:26])[CH3:25])=[N:13][C:14]([Cl:17])=[N:15][CH:16]=1, predict the reaction product. The product is: [Br:10][C:11]1[C:12]([NH:18][C@@H:19]([C:29]([CH3:2])([CH3:31])[CH3:30])[CH2:20][NH:21][C:22](=[O:28])[O:23][C:24]([CH3:25])([CH3:26])[CH3:27])=[N:13][C:14]([Cl:17])=[N:15][CH:16]=1. (3) Given the reactants Cl.[Cl:2][C:3]1[CH:11]=[C:10]2[C:6]([C:7]([CH2:18][CH:19]([CH3:21])[CH3:20])=[CH:8][N:9]2[C:12]2[S:13][CH:14]=[C:15]([NH2:17])[N:16]=2)=[CH:5][CH:4]=1.CCN(CC)CC.[C:29]1([CH2:35][C:36](Cl)=[O:37])[CH:34]=[CH:33][CH:32]=[CH:31][CH:30]=1, predict the reaction product. The product is: [Cl:2][C:3]1[CH:11]=[C:10]2[C:6]([C:7]([CH2:18][CH:19]([CH3:21])[CH3:20])=[CH:8][N:9]2[C:12]2[S:13][CH:14]=[C:15]([NH:17][C:36](=[O:37])[CH2:35][C:29]3[CH:34]=[CH:33][CH:32]=[CH:31][CH:30]=3)[N:16]=2)=[CH:5][CH:4]=1. (4) Given the reactants [I:1][C:2]1[CH:3]=[C:4]([CH:8]=[CH:9][CH:10]=1)[C:5]([OH:7])=O.[NH2:11][CH2:12][CH:13]([OH:15])[CH3:14].Cl.C(N=C=NCCCN(C)C)C.ON1C2C=CC=CC=2N=N1, predict the reaction product. The product is: [OH:15][CH:13]([CH3:14])[CH2:12][NH:11][C:5](=[O:7])[C:4]1[CH:8]=[CH:9][CH:10]=[C:2]([I:1])[CH:3]=1. (5) Given the reactants [N+](C1C=CC([N:10]([C:14]2[CH:19]=[CH:18][CH:17]=[CH:16][C:15]=2[C@H:20]2[C:29]3[C:24](=[C:25]([Cl:31])[CH:26]=[C:27]([Cl:30])[CH:28]=3)[CH2:23][N:22]([CH3:32])[CH2:21]2)[C:11](=O)[O-:12])=CC=1)([O-])=O.Cl.CO[C:36](=[O:40])[CH2:37][NH:38][CH3:39].C(N(CC)CC)C.Cl, predict the reaction product. The product is: [ClH:30].[Cl:30][C:27]1[CH:28]=[C:29]2[C:24](=[C:25]([Cl:31])[CH:26]=1)[CH2:23][N:22]([CH3:32])[CH2:21][C@H:20]2[C:15]1[CH:16]=[CH:17][CH:18]=[CH:19][C:14]=1[N:10]1[C:36](=[O:40])[CH2:37][N:38]([CH3:39])[C:11]1=[O:12].